Dataset: Human liver microsome stability data. Task: Regression/Classification. Given a drug SMILES string, predict its absorption, distribution, metabolism, or excretion properties. Task type varies by dataset: regression for continuous measurements (e.g., permeability, clearance, half-life) or binary classification for categorical outcomes (e.g., BBB penetration, CYP inhibition). Dataset: hlm. (1) The compound is CS(=O)(=O)Nc1ccc2c(c1)S(=O)(=O)NC(C1=C(O)C3CCCC3N(Cc3ccccn3)C1=O)=N2. The result is 0 (unstable in human liver microsomes). (2) The molecule is COc1ccc(-n2nc(C(N)=O)c3c2C(=O)N(c2ccc(C4(CC(N)=O)CC4)cc2)CC3)cc1. The result is 0 (unstable in human liver microsomes). (3) The compound is O=C(NO)C(CCN1C(=O)c2ccccc2C1=O)S(=O)(=O)c1ccc(-c2ccc(Cl)cc2)cc1. The result is 1 (stable in human liver microsomes). (4) The molecule is CC(C)(C)c1cc(C(=O)O)c(NC(=O)Nc2ccc3[nH]ncc3c2)s1. The result is 0 (unstable in human liver microsomes).